Dataset: Peptide-MHC class II binding affinity with 134,281 pairs from IEDB. Task: Regression. Given a peptide amino acid sequence and an MHC pseudo amino acid sequence, predict their binding affinity value. This is MHC class II binding data. (1) The peptide sequence is VVNPSVKTVREAGILITA. The MHC is DRB5_0101 with pseudo-sequence DRB5_0101. The binding affinity (normalized) is 0.0811. (2) The peptide sequence is PFAATHNPWASQRF. The MHC is DRB1_1201 with pseudo-sequence DRB1_1201. The binding affinity (normalized) is 0. (3) The peptide sequence is GFAPAAAQAVETAAQ. The MHC is DRB1_1501 with pseudo-sequence DRB1_1501. The binding affinity (normalized) is 0.139. (4) The peptide sequence is LASFTPVIQDQDLEM. The MHC is DRB1_0405 with pseudo-sequence DRB1_0405. The binding affinity (normalized) is 0.778. (5) The peptide sequence is VDGNPTVDIEEAPEM. The MHC is DRB4_0103 with pseudo-sequence DRB4_0103. The binding affinity (normalized) is 0.149. (6) The peptide sequence is IKLPIILAFATCFLIP. The MHC is DRB1_0401 with pseudo-sequence DRB1_0401. The binding affinity (normalized) is 0.392. (7) The binding affinity (normalized) is 0.492. The MHC is DRB1_0301 with pseudo-sequence DRB1_0301. The peptide sequence is FLQRSVSTVCSRISRHHHHHH. (8) The peptide sequence is SYIAEMETESWIVDR. The MHC is DRB1_1501 with pseudo-sequence DRB1_1501. The binding affinity (normalized) is 0.0736. (9) The peptide sequence is AVQVTFTVQKGSDPK. The MHC is DRB1_1302 with pseudo-sequence DRB1_1302. The binding affinity (normalized) is 0.0838. (10) The peptide sequence is NALSMMPEAMTIVML. The MHC is HLA-DQA10201-DQB10303 with pseudo-sequence HLA-DQA10201-DQB10303. The binding affinity (normalized) is 0.575.